Dataset: Catalyst prediction with 721,799 reactions and 888 catalyst types from USPTO. Task: Predict which catalyst facilitates the given reaction. (1) Reactant: [Cl:1][C:2]1[CH:3]=[C:4]([CH2:8][CH2:9][NH:10][C:11]2[CH:16]=[CH:15][NH:14][C:13](=[O:17])[C:12]=2[C:18]2[NH:19][C:20]3[C:26]([C:27](O)=[O:28])=[CH:25][CH:24]=[CH:23][C:21]=3[N:22]=2)[CH:5]=[CH:6][CH:7]=1.[CH2:30]([NH2:37])[C:31]1[CH:36]=[CH:35][CH:34]=[CH:33][CH:32]=1.CCN(C(C)C)C(C)C.CN(C(ON1N=NC2C=CC=NC1=2)=[N+](C)C)C.[F:64][P-](F)(F)(F)(F)F.FC1C=C(C=CC=1)CNC(C1C2NC(C3C(=O)NC=CC=3NC[C@@H](O)C3C=CC=CC=3)=NC=2C=CC=1)=O. Product: [F:64][C:32]1[CH:33]=[CH:34][CH:35]=[CH:36][C:31]=1[CH2:30][NH:37][C:27]([C:26]1[C:20]2[NH:19][C:18]([C:12]3[C:13](=[O:17])[NH:14][CH:15]=[CH:16][C:11]=3[NH:10][CH2:9][CH2:8][C:4]3[CH:5]=[CH:6][CH:7]=[C:2]([Cl:1])[CH:3]=3)=[N:22][C:21]=2[CH:23]=[CH:24][CH:25]=1)=[O:28]. The catalyst class is: 3. (2) Product: [C:12]([O:11][C:9]([N:8]([C:16]1[CH:21]=[C:20]([CH2:22][C@@H:23]2[C@@H:26]([C:27](=[O:42])[NH:28][CH2:29][C:30]3[C:35]([O:36][CH3:37])=[CH:34][C:33]([O:38][CH3:39])=[CH:32][C:31]=3[O:40][CH3:41])[NH:25][C:24]2=[O:50])[CH:19]=[CH:18][N:17]=1)[C:6]([O:5][C:1]([CH3:3])([CH3:2])[CH3:4])=[O:7])=[O:10])([CH3:13])([CH3:14])[CH3:15]. Reactant: [C:1]([O:5][C:6]([N:8]([C:16]1[CH:21]=[C:20]([CH2:22][C@@H:23]2[C@@H:26]([C:27](=[O:42])[NH:28][CH2:29][C:30]3[C:35]([O:36][CH3:37])=[CH:34][C:33]([O:38][CH3:39])=[CH:32][C:31]=3[O:40][CH3:41])[N:25]([Si](C(C)(C)C)(C)C)[C:24]2=[O:50])[CH:19]=[CH:18][N:17]=1)[C:9]([O:11][C:12]([CH3:15])([CH3:14])[CH3:13])=[O:10])=[O:7])([CH3:4])([CH3:3])[CH3:2].C(O)(=O)C.[F-].[NH4+]. The catalyst class is: 5. (3) Reactant: Cl[CH:2]([CH2:5][C:6]1[CH:11]=[CH:10][CH:9]=[CH:8][C:7]=1[O:12][CH3:13])[CH:3]=O.[NH2:14][C:15]([NH2:17])=[O:16].COC1C=CC=CC=1N. Product: [CH3:13][O:12][C:7]1[CH:8]=[CH:9][CH:10]=[CH:11][C:6]=1[CH2:5][C:2]1[O:16][C:15]([NH2:17])=[N:14][CH:3]=1. The catalyst class is: 8. (4) Reactant: [F:1][C:2]1[CH:7]=[C:6]([F:8])[CH:5]=[CH:4][C:3]=1[C:9]1[CH:14]=[CH:13][N:12]=[C:11]([N:15]2[CH2:20][CH2:19][N:18](C(OC(C)(C)C)=O)[CH2:17][CH2:16]2)[N:10]=1.C(OCC)(=O)C.Cl. Product: [F:1][C:2]1[CH:7]=[C:6]([F:8])[CH:5]=[CH:4][C:3]=1[C:9]1[CH:14]=[CH:13][N:12]=[C:11]([N:15]2[CH2:16][CH2:17][NH:18][CH2:19][CH2:20]2)[N:10]=1. The catalyst class is: 13. (5) Reactant: [Br:1][C:2](Br)=[CH:3][C@@:4]1([C:18]2[CH:23]=[CH:22][C:21]([F:24])=[C:20]([F:25])[CH:19]=2)[C@H:9]([OH:10])[CH2:8][CH2:7][N:6]([C:11]([O:13][C:14]([CH3:17])([CH3:16])[CH3:15])=[O:12])[CH2:5]1.CC(C)([O-])C.[K+]. Product: [Br:1][C:2]#[C:3][C@:4]1([C:18]2[CH:23]=[CH:22][C:21]([F:24])=[C:20]([F:25])[CH:19]=2)[C@H:9]([OH:10])[CH2:8][CH2:7][N:6]([C:11]([O:13][C:14]([CH3:17])([CH3:16])[CH3:15])=[O:12])[CH2:5]1. The catalyst class is: 1.